This data is from Full USPTO retrosynthesis dataset with 1.9M reactions from patents (1976-2016). The task is: Predict the reactants needed to synthesize the given product. The reactants are: C[O:2][C:3]([C:5]1[N:13]=[C:12]([N:14]2[C:18]3[CH:19]=[CH:20][CH:21]=[CH:22][C:17]=3[N:16]=[CH:15]2)[N:11]=[C:10]2[C:6]=1[NH:7][C:8](=[O:31])[N:9]2[C:23]1[CH:28]=[CH:27][CH:26]=[CH:25][C:24]=1[O:29][CH3:30])=O.[NH2:32]C1C(C(OC)=O)=NC(N2C3C=CC=CC=3N=C2)=NC=1NC1C=CC=CC=1OC.C(N1C=CN=C1)(N1C=CN=C1)=O. Given the product [N:14]1([C:12]2[N:11]=[C:10]3[C:6]([NH:7][C:8](=[O:31])[N:9]3[C:23]3[CH:28]=[CH:27][CH:26]=[CH:25][C:24]=3[O:29][CH3:30])=[C:5]([C:3]([NH2:32])=[O:2])[N:13]=2)[C:18]2[CH:19]=[CH:20][CH:21]=[CH:22][C:17]=2[N:16]=[CH:15]1, predict the reactants needed to synthesize it.